Task: Predict the reactants needed to synthesize the given product.. Dataset: Full USPTO retrosynthesis dataset with 1.9M reactions from patents (1976-2016) Given the product [CH:25]1([P:12]([CH:6]2[CH2:7][CH2:8][CH2:9][CH2:10][CH2:11]2)[CH:13]2[CH2:14][CH2:15][CH:16]([C:19]3[CH:20]=[CH:21][C:22]([S:1]([OH:3])(=[O:5])=[O:2])=[CH:23][CH:24]=3)[CH2:17][CH2:18]2)[CH2:26][CH2:27][CH2:28][CH2:29][CH2:30]1, predict the reactants needed to synthesize it. The reactants are: [S:1](=[O:5])(=O)([OH:3])[OH:2].[CH:6]1([P:12]([CH:25]2[CH2:30][CH2:29][CH2:28][CH2:27][CH2:26]2)[CH:13]2[CH2:18][CH2:17][CH:16]([C:19]3[CH:24]=[CH:23][CH:22]=[CH:21][CH:20]=3)[CH2:15][CH2:14]2)[CH2:11][CH2:10][CH2:9][CH2:8][CH2:7]1.